From a dataset of Full USPTO retrosynthesis dataset with 1.9M reactions from patents (1976-2016). Predict the reactants needed to synthesize the given product. Given the product [CH2:30]([O:29][CH2:28][CH2:27][NH:26][C:24]([C:7]1[C:6](=[O:32])[N:5]([CH2:4][CH2:3][CH2:2][NH:1][C:38]([C:34]2[O:33][CH:37]=[CH:36][CH:35]=2)=[O:39])[C:14]2[C:9]([C:8]=1[OH:23])=[N:10][CH:11]=[C:12]([CH2:15][C:16]1[CH:17]=[CH:18][C:19]([F:22])=[CH:20][CH:21]=1)[CH:13]=2)=[O:25])[CH3:31], predict the reactants needed to synthesize it. The reactants are: [NH2:1][CH2:2][CH2:3][CH2:4][N:5]1[C:14]2[C:9](=[N:10][CH:11]=[C:12]([CH2:15][C:16]3[CH:21]=[CH:20][C:19]([F:22])=[CH:18][CH:17]=3)[CH:13]=2)[C:8]([OH:23])=[C:7]([C:24]([NH:26][CH2:27][CH2:28][O:29][CH2:30][CH3:31])=[O:25])[C:6]1=[O:32].[O:33]1[CH:37]=[CH:36][CH:35]=[C:34]1[C:38](Cl)=[O:39].CCN(C(C)C)C(C)C.